This data is from Full USPTO retrosynthesis dataset with 1.9M reactions from patents (1976-2016). The task is: Predict the reactants needed to synthesize the given product. (1) Given the product [Cl:1][C:2]1[CH:3]=[CH:4][C:5]([CH2:6][CH:7]2[C:16]3[C:11](=[CH:12][C:13]([O:19][CH3:20])=[C:14]([O:17][CH3:18])[CH:15]=3)[CH2:10][CH2:9][N:8]2[CH2:24][C:25]([NH:28][CH:29]2[CH2:37][C:36]3[C:31](=[CH:32][CH:33]=[CH:34][CH:35]=3)[CH2:30]2)=[O:26])=[CH:21][CH:22]=1, predict the reactants needed to synthesize it. The reactants are: [Cl:1][C:2]1[CH:22]=[CH:21][C:5]([CH2:6][CH:7]2[C:16]3[C:11](=[CH:12][C:13]([O:19][CH3:20])=[C:14]([O:17][CH3:18])[CH:15]=3)[CH2:10][CH2:9][NH:8]2)=[CH:4][CH:3]=1.Br[CH2:24][C:25](Br)=[O:26].[NH2:28][CH:29]1[CH2:37][C:36]2[C:31](=[CH:32][CH:33]=[CH:34][CH:35]=2)[CH2:30]1. (2) Given the product [CH3:25][O:24][C:21]1[CH:22]=[C:23]2[C:18](=[CH:19][CH:20]=1)[NH:17][N:16]=[C:15]2[C:13]([NH:12][CH2:11][CH:8]1[CH2:9][CH2:10][N:5]([CH2:4][CH2:3][CH2:2][NH:1][C:26]([C:27]2[CH:32]=[CH:31][CH:30]=[CH:29][CH:28]=2)=[O:33])[CH2:6][CH2:7]1)=[O:14], predict the reactants needed to synthesize it. The reactants are: [NH2:1][CH2:2][CH2:3][CH2:4][N:5]1[CH2:10][CH2:9][CH:8]([CH2:11][NH:12][C:13]([C:15]2[C:23]3[C:18](=[CH:19][CH:20]=[C:21]([O:24][CH3:25])[CH:22]=3)[NH:17][N:16]=2)=[O:14])[CH2:7][CH2:6]1.[C:26](Cl)(=[O:33])[C:27]1[CH:32]=[CH:31][CH:30]=[CH:29][CH:28]=1.O.